Predict the reaction yield, written as a fraction of the theoretical maximum amount of product (1.0 means a 100% yield; for example, 0.34 means a 34% yield). From a dataset of Reaction yield outcomes from USPTO patents with 853,638 reactions. The catalyst is CCO. The reactants are [CH3:1][C:2](=O)[CH2:3][C:4](=O)[CH3:5].[NH2:8][C:9]1[C:13]([CH2:14][C:15]([N:17]([CH2:20][CH3:21])[CH2:18][CH3:19])=[O:16])=[C:12]([C:22]2[CH:27]=[CH:26][C:25]([O:28][CH3:29])=[CH:24][CH:23]=2)[NH:11][N:10]=1. The yield is 0.930. The product is [CH2:20]([N:17]([CH2:18][CH3:19])[C:15](=[O:16])[CH2:14][C:13]1[C:12]([C:22]2[CH:27]=[CH:26][C:25]([O:28][CH3:29])=[CH:24][CH:23]=2)=[N:11][N:10]2[C:4]([CH3:5])=[CH:3][C:2]([CH3:1])=[N:8][C:9]=12)[CH3:21].